The task is: Predict the reactants needed to synthesize the given product.. This data is from Full USPTO retrosynthesis dataset with 1.9M reactions from patents (1976-2016). Given the product [C:34]([C:31]1([C:29]([N:25]2[CH2:26][C@H:27]([CH3:28])[C@H:23]([NH:22][C:5]3[C:6]4[N:7]([CH:10]=[C:11]([C:13]5[CH:18]=[N:17][C:16]([C:19](=[O:21])[N:38]([CH3:39])[CH3:37])=[CH:15][CH:14]=5)[CH:12]=4)[N:8]=[CH:9][C:4]=3[C:1]([NH2:2])=[O:3])[CH2:24]2)=[O:30])[CH2:32][CH2:33]1)#[N:35], predict the reactants needed to synthesize it. The reactants are: [C:1]([C:4]1[CH:9]=[N:8][N:7]2[CH:10]=[C:11]([C:13]3[CH:14]=[CH:15][C:16]([C:19]([OH:21])=O)=[N:17][CH:18]=3)[CH:12]=[C:6]2[C:5]=1[NH:22][C@H:23]1[C@@H:27]([CH3:28])[CH2:26][N:25]([C:29]([C:31]2([C:34]#[N:35])[CH2:33][CH2:32]2)=[O:30])[CH2:24]1)(=[O:3])[NH2:2].C[CH2:37][N:38](C(C)C)[CH:39](C)C.F[P-](F)(F)(F)(F)F.N1(O[P+](N(C)C)(N(C)C)N(C)C)C2C=CC=CC=2N=N1.CNC.C1COCC1.